Dataset: Forward reaction prediction with 1.9M reactions from USPTO patents (1976-2016). Task: Predict the product of the given reaction. (1) Given the reactants [NH4+].[N:2]#[C:3][S-:4].[Cl:5][C:6]1[CH:11]=[C:10]([C:12](Cl)=[O:13])[CH:9]=[C:8]([CH3:15])[N:7]=1.[F:16][C:17]1[CH:18]=[C:19]([NH2:24])[CH:20]=[CH:21][C:22]=1[F:23], predict the reaction product. The product is: [Cl:5][C:6]1[CH:11]=[C:10]([C:12]([NH:2][C:3]([NH:24][C:19]2[CH:20]=[CH:21][C:22]([F:23])=[C:17]([F:16])[CH:18]=2)=[S:4])=[O:13])[CH:9]=[C:8]([CH3:15])[N:7]=1. (2) Given the reactants Cl[C:2]1[C:11]2[C:6](=[CH:7][C:8]([O:12][CH3:13])=[CH:9][CH:10]=2)[CH:5]=[C:4]([NH:14][C:15]2[CH:19]=[C:18]([CH3:20])[NH:17][N:16]=2)[N:3]=1.[F:21][C:22]([F:33])([F:32])[C:23]1[CH:28]=[CH:27][C:26](B(O)O)=[CH:25][CH:24]=1, predict the reaction product. The product is: [CH3:20][C:18]1[NH:17][N:16]=[C:15]([NH:14][C:4]2[N:3]=[C:2]([C:26]3[CH:27]=[CH:28][C:23]([C:22]([F:33])([F:32])[F:21])=[CH:24][CH:25]=3)[C:11]3[C:6]([CH:5]=2)=[CH:7][C:8]([O:12][CH3:13])=[CH:9][CH:10]=3)[CH:19]=1. (3) Given the reactants [CH:1](OCC)=[O:2].C1(=O)OCCC1.CC(C)([O-])C.[K+].[NH2:18][C:19]([NH2:21])=[S:20].[O:22]1[CH2:26][CH2:25][CH2:24]C1, predict the reaction product. The product is: [CH3:1][O:2][C:25]1[C:26](=[O:22])[NH:18][C:19](=[S:20])[NH:21][CH:24]=1. (4) Given the reactants [Na].[NH2:2][C:3]1[CH:8]=[CH:7][C:6]([N+:9]([O-:11])=[O:10])=[CH:5][C:4]=1[S:12]([OH:15])(=O)=[O:13].S(Cl)(Cl)(=O)=O.P(Cl)(Cl)(Cl)=O.S1(CCCC1)(=O)=O.[NH3:33], predict the reaction product. The product is: [NH3:2].[NH2:2][C:3]1[CH:8]=[CH:7][C:6]([N+:9]([O-:11])=[O:10])=[CH:5][C:4]=1[S:12]([NH2:33])(=[O:15])=[O:13]. (5) Given the reactants [Br:1][C:2]1[C:3]([NH2:9])=[N:4][CH:5]=[N:6][C:7]=1Cl.Cl.Cl.[NH2:12][C:13]1([CH2:18][NH:19][C:20](=[O:29])[C:21]2[CH:26]=[CH:25][C:24]([F:27])=[CH:23][C:22]=2[F:28])[CH2:17][CH2:16][NH:15][CH2:14]1.C(=O)([O-])[O-].[K+].[K+], predict the reaction product. The product is: [NH2:12][C:13]1([CH2:18][NH:19][C:20](=[O:29])[C:21]2[CH:26]=[CH:25][C:24]([F:27])=[CH:23][C:22]=2[F:28])[CH2:17][CH2:16][N:15]([C:7]2[C:2]([Br:1])=[C:3]([NH2:9])[N:4]=[CH:5][N:6]=2)[CH2:14]1. (6) Given the reactants [CH3:1][O:2][C:3]1[CH:4]=[C:5]2[C:10](=[CH:11][CH:12]=1)[CH:9]=[C:8]([C@H:13]([CH3:17])[C:14]([OH:16])=[O:15])[CH:7]=[CH:6]2.[N+:18]([O:21][CH:22]1[O:29][CH:28]2[CH:24]([O:25][CH2:26][C@@H:27]2O)[CH2:23]1)([O-:20])=[O:19].Cl.CN(C)CCCN=C=NCC, predict the reaction product. The product is: [CH3:1][O:2][C:3]1[CH:4]=[C:5]2[C:10](=[CH:11][CH:12]=1)[CH:9]=[C:8]([C@H:13]([CH3:17])[C:14]([O:16][C@@H:27]1[CH2:26][O:25][CH:24]3[CH:28]1[O:29][CH:22]([O:21][N+:18]([O-:20])=[O:19])[CH2:23]3)=[O:15])[CH:7]=[CH:6]2. (7) Given the reactants Cl[C:2]1[N:7]=[CH:6][C:5]2[O:8][C:9]3[C:14]([C@:15]4([N:20]=[C:19]([NH2:21])[CH2:18][O:17][CH2:16]4)[C:4]=2[CH:3]=1)=[CH:13][C:12]([C:22]1[C:23]([F:28])=[N:24][CH:25]=[CH:26][CH:27]=1)=[CH:11][CH:10]=3.[O:29]1[CH2:34][CH:33]=[C:32](B(O)O)[CH2:31][CH2:30]1.P([O-])([O-])([O-])=O.[K+].[K+].[K+].O1CCOCC1, predict the reaction product. The product is: [O:29]1[CH2:30][CH:31]=[C:32]([C:2]2[N:7]=[CH:6][C:5]3[O:8][C:9]4[C:14]([C@:15]5([N:20]=[C:19]([NH2:21])[CH2:18][O:17][CH2:16]5)[C:4]=3[CH:3]=2)=[CH:13][C:12]([C:22]2[C:23]([F:28])=[N:24][CH:25]=[CH:26][CH:27]=2)=[CH:11][CH:10]=4)[CH2:33][CH2:34]1.